Dataset: Full USPTO retrosynthesis dataset with 1.9M reactions from patents (1976-2016). Task: Predict the reactants needed to synthesize the given product. (1) Given the product [F:20][C:12]1[CH:13]=[C:14]([N+:17]([O-:19])=[O:18])[CH:15]=[CH:16][C:11]=1[O:9][C:3]1[CH:8]=[CH:7][CH:6]=[CH:5][CH:4]=1, predict the reactants needed to synthesize it. The reactants are: [H-].[Na+].[C:3]1([OH:9])[CH:8]=[CH:7][CH:6]=[CH:5][CH:4]=1.F[C:11]1[CH:16]=[CH:15][C:14]([N+:17]([O-:19])=[O:18])=[CH:13][C:12]=1[F:20]. (2) Given the product [CH2:45]([N:42]1[CH2:41][CH2:40][N:39]([C:31]2[C:32]3[C:37](=[CH:36][CH:35]=[CH:34][CH:33]=3)[CH:38]=[C:29]([C:11]3[CH:12]=[C:13]4[C:8](=[CH:9][CH:10]=3)[CH2:7][CH:6]([C:4]([O:3][CH2:1][CH3:2])=[O:5])[CH2:14]4)[N:30]=2)[CH2:44][CH2:43]1)[CH3:46], predict the reactants needed to synthesize it. The reactants are: [CH2:1]([O:3][C:4]([CH:6]1[CH2:14][C:13]2[C:8](=[CH:9][CH:10]=[C:11]([Sn](CCCC)(CCCC)CCCC)[CH:12]=2)[CH2:7]1)=[O:5])[CH3:2].Br[C:29]1[N:30]=[C:31]([N:39]2[CH2:44][CH2:43][N:42]([CH2:45][CH3:46])[CH2:41][CH2:40]2)[C:32]2[C:37]([CH:38]=1)=[CH:36][CH:35]=[CH:34][CH:33]=2. (3) Given the product [F:28][C:27]([F:30])([F:29])[S:24]([O:23][C:20]1[CH:21]=[CH:22][C:16]2[O:15][CH2:14][CH:13]([CH2:12][N:31]3[CH2:35][CH2:34][CH2:33][CH2:32]3)[O:18][C:17]=2[CH:19]=1)(=[O:25])=[O:26], predict the reactants needed to synthesize it. The reactants are: CC1C=CC(S(O[CH2:12][CH:13]2[O:18][C:17]3[CH:19]=[C:20]([O:23][S:24]([C:27]([F:30])([F:29])[F:28])(=[O:26])=[O:25])[CH:21]=[CH:22][C:16]=3[O:15][CH2:14]2)(=O)=O)=CC=1.[NH:31]1[CH2:35][CH2:34][CH2:33][CH2:32]1. (4) Given the product [Cl:1][C:2]1[C:3](=[O:18])[N:4]([CH2:9][C:10]2[CH:11]=[CH:12][C:13]([O:16][CH3:17])=[CH:14][CH:15]=2)[CH:5]=[C:22]([C:21]([O:20][CH3:19])=[O:28])[C:23]=1[C:24]([O:26][CH3:27])=[O:25], predict the reactants needed to synthesize it. The reactants are: [Cl:1][C:2]1[C:3](=[O:18])[N:4]([CH2:9][C:10]2[CH:15]=[CH:14][C:13]([O:16][CH3:17])=[CH:12][CH:11]=2)[CH:5]=C(Cl)N=1.[CH3:19][O:20][C:21](=[O:28])[C:22]#[C:23][C:24]([O:26][CH3:27])=[O:25]. (5) The reactants are: [F:1][C:2]1[CH:34]=[CH:33][C:5]([CH2:6][O:7][C:8](=[O:32])[N:9]([CH2:30][CH3:31])[CH2:10][C:11]2[CH:16]=[C:15]([C:17]([F:20])([F:19])[F:18])[CH:14]=[CH:13][C:12]=2B2OC(C)(C)C(C)(C)O2)=[CH:4][CH:3]=1.[CH3:35][O:36][C:37](=[O:57])[CH2:38][C:39]1[CH:44]=[C:43]([C:45]([F:48])([F:47])[F:46])[CH:42]=[C:41](OS(C(F)(F)F)(=O)=O)[CH:40]=1. Given the product [CH3:35][O:36][C:37](=[O:57])[CH2:38][C:39]1[CH:40]=[C:41]([C:12]2[CH:13]=[CH:14][C:15]([C:17]([F:18])([F:19])[F:20])=[CH:16][C:11]=2[CH2:10][N:9]([CH2:30][CH3:31])[C:8]([O:7][CH2:6][C:5]2[CH:4]=[CH:3][C:2]([F:1])=[CH:34][CH:33]=2)=[O:32])[CH:42]=[C:43]([C:45]([F:47])([F:46])[F:48])[CH:44]=1, predict the reactants needed to synthesize it.